From a dataset of Catalyst prediction with 721,799 reactions and 888 catalyst types from USPTO. Predict which catalyst facilitates the given reaction. (1) Reactant: Cl[C:2]1[N:9]=[CH:8][C:7]([C:10]2[CH:15]=[CH:14][C:13]([Cl:16])=[CH:12][CH:11]=2)=[CH:6][C:3]=1[C:4]#[N:5].[CH2:17]([C:21]1[CH:32]=[CH:31][C:24]([CH2:25][N:26]2[CH2:30][CH2:29][CH2:28][CH2:27]2)=[CH:23][CH:22]=1)[CH2:18][C:19]#[CH:20].C(N(CC)CC)C. Product: [Cl:16][C:13]1[CH:14]=[CH:15][C:10]([C:7]2[CH:8]=[N:9][C:2]([C:20]#[C:19][CH2:18][CH2:17][C:21]3[CH:32]=[CH:31][C:24]([CH2:25][N:26]4[CH2:30][CH2:29][CH2:28][CH2:27]4)=[CH:23][CH:22]=3)=[C:3]([CH:6]=2)[C:4]#[N:5])=[CH:11][CH:12]=1. The catalyst class is: 654. (2) Reactant: [Br:1][C:2]1[CH:10]=[C:9]2[C:5]([C:6]([NH2:12])=[N:7][N:8]2[CH3:11])=[CH:4][CH:3]=1.O=[C:14]1[CH2:19][CH2:18][N:17]([C:20]([O:22][C:23]([CH3:26])([CH3:25])[CH3:24])=[O:21])[CH2:16][CH2:15]1.C([BH3-])#N.[Na+]. Product: [Br:1][C:2]1[CH:10]=[C:9]2[C:5]([C:6]([NH:12][CH:14]3[CH2:19][CH2:18][N:17]([C:20]([O:22][C:23]([CH3:26])([CH3:25])[CH3:24])=[O:21])[CH2:16][CH2:15]3)=[N:7][N:8]2[CH3:11])=[CH:4][CH:3]=1. The catalyst class is: 404. (3) Reactant: [CH:1]([O:4][C:5]1[C:14]2[C:9](=[CH:10][C:11](OS(C(F)(F)F)(=O)=O)=[CH:12][CH:13]=2)[CH:8]=[C:7]([NH:23][C:24]2[CH:28]=[C:27]([CH3:29])[NH:26][N:25]=2)[N:6]=1)([CH3:3])[CH3:2].[NH:30]1[CH2:35][CH2:34][O:33][CH2:32][CH2:31]1.C1CCN2C(=NCCC2)CC1.C1C[O:50][CH2:49]C1. Product: [CH:1]([O:4][C:5]1[C:14]2[C:9](=[CH:10][C:11]([C:49]([N:30]3[CH2:35][CH2:34][O:33][CH2:32][CH2:31]3)=[O:50])=[CH:12][CH:13]=2)[CH:8]=[C:7]([NH:23][C:24]2[CH:28]=[C:27]([CH3:29])[NH:26][N:25]=2)[N:6]=1)([CH3:3])[CH3:2]. The catalyst class is: 318. (4) Reactant: [CH3:1][C:2]1([C:6]([OH:8])=O)[CH2:5][CH2:4][CH2:3]1.CN(C(ON1N=NC2C=CC=NC1=2)=[N+](C)C)C.F[P-](F)(F)(F)(F)F.[CH3:33][C@@H:34]1[CH2:40][NH:39][CH2:38][C:37]2[CH:41]=[CH:42][C:43]([C:45]([O:47][CH3:48])=[O:46])=[CH:44][C:36]=2[O:35]1.CCN(C(C)C)C(C)C. Product: [CH3:33][C@@H:34]1[CH2:40][N:39]([C:6]([C:2]2([CH3:1])[CH2:3][CH2:4][CH2:5]2)=[O:8])[CH2:38][C:37]2[CH:41]=[CH:42][C:43]([C:45]([O:47][CH3:48])=[O:46])=[CH:44][C:36]=2[O:35]1. The catalyst class is: 136. (5) Reactant: [CH2:1]([O:3][C:4]([N:6]1[CH2:11][CH2:10][N:9]([C:12]([CH:14]([NH:24][C:25]([C:27]2[CH:36]=[C:35]([C:37]([O:39]C)=[O:38])[C:34]3[C:29](=[CH:30][CH:31]=[CH:32][CH:33]=3)[N:28]=2)=[O:26])[CH2:15][CH2:16][C:17]([O:19][C:20]([CH3:23])([CH3:22])[CH3:21])=[O:18])=[O:13])[CH2:8][CH2:7]1)=[O:5])[CH3:2].[Li+].[OH-].Cl. Product: [CH2:1]([O:3][C:4]([N:6]1[CH2:7][CH2:8][N:9]([C:12]([CH:14]([NH:24][C:25]([C:27]2[CH:36]=[C:35]([C:37]([OH:39])=[O:38])[C:34]3[C:29](=[CH:30][CH:31]=[CH:32][CH:33]=3)[N:28]=2)=[O:26])[CH2:15][CH2:16][C:17]([O:19][C:20]([CH3:23])([CH3:22])[CH3:21])=[O:18])=[O:13])[CH2:10][CH2:11]1)=[O:5])[CH3:2]. The catalyst class is: 20. (6) Reactant: [F:1][C:2]1[CH:7]=[CH:6][C:5]([C:8]2[C:12]3=[N:13][CH:14]=[CH:15][CH:16]=[C:11]3[N:10]([OH:17])[C:9]=2[C:18]2[CH:23]=[CH:22][N:21]=[CH:20][CH:19]=2)=[CH:4][CH:3]=1.[N+](=[CH2:26])=[N-]. Product: [F:1][C:2]1[CH:3]=[CH:4][C:5]([C:8]2[C:12]3=[N:13][CH:14]=[CH:15][CH:16]=[C:11]3[N:10]([O:17][CH3:26])[C:9]=2[C:18]2[CH:19]=[CH:20][N:21]=[CH:22][CH:23]=2)=[CH:6][CH:7]=1. The catalyst class is: 147.